From a dataset of Full USPTO retrosynthesis dataset with 1.9M reactions from patents (1976-2016). Predict the reactants needed to synthesize the given product. Given the product [CH3:21][N:22]([CH3:24])[CH:23]=[C:13]([C:10]1[CH:11]=[CH:12][C:7]([CH2:1][CH2:2][CH2:3][CH2:4][CH2:5][CH3:6])=[CH:8][CH:9]=1)[C:14]([O:16][CH2:17][CH3:18])=[O:15], predict the reactants needed to synthesize it. The reactants are: [CH2:1]([C:7]1[CH:12]=[CH:11][C:10]([CH2:13][C:14]([O:16][CH2:17][CH3:18])=[O:15])=[CH:9][CH:8]=1)[CH2:2][CH2:3][CH2:4][CH2:5][CH3:6].CO[CH:21](OC)[N:22]([CH3:24])[CH3:23].